From a dataset of Catalyst prediction with 721,799 reactions and 888 catalyst types from USPTO. Predict which catalyst facilitates the given reaction. (1) Reactant: Br[C:2]1[CH:7]=[CH:6][C:5]([C:8]2[N:13]([CH2:14][C:15]3[CH:20]=[CH:19][C:18]([CH3:21])=[CH:17][C:16]=3[CH3:22])[C:12](=[O:23])[C:11]([C:24]#[N:25])=[C:10]([C:26]([F:29])([F:28])[F:27])[CH:9]=2)=[CH:4][CH:3]=1.[CH2:30]([O:32][C:33]([C:35]1[NH:36][C:37]2[C:42]([CH:43]=1)=[CH:41][C:40]([OH:44])=[CH:39][CH:38]=2)=[O:34])[CH3:31].P([O-])([O-])([O-])=O.[K+].[K+].[K+].C(P(C(C)(C)C)C1C=CC=CC=1C1C=CC=CC=1)(C)(C)C. Product: [C:24]([C:11]1[C:12](=[O:23])[N:13]([CH2:14][C:15]2[CH:20]=[CH:19][C:18]([CH3:21])=[CH:17][C:16]=2[CH3:22])[C:8]([C:5]2[CH:6]=[CH:7][C:2]([O:44][C:40]3[CH:41]=[C:42]4[C:37](=[CH:38][CH:39]=3)[NH:36][C:35]([C:33]([O:32][CH2:30][CH3:31])=[O:34])=[CH:43]4)=[CH:3][CH:4]=2)=[CH:9][C:10]=1[C:26]([F:27])([F:28])[F:29])#[N:25]. The catalyst class is: 222. (2) Reactant: [H-].[Na+].[CH3:3][O:4][C:5](=[O:14])[C:6]1[CH:11]=[C:10]([OH:12])[CH:9]=[CH:8][C:7]=1[Br:13].I[CH2:16][CH3:17]. Product: [CH3:3][O:4][C:5](=[O:14])[C:6]1[CH:11]=[C:10]([O:12][CH2:16][CH3:17])[CH:9]=[CH:8][C:7]=1[Br:13]. The catalyst class is: 9. (3) Product: [CH2:15]([O:14][CH2:13][CH2:12][N:6]1[CH:7]=[C:2]([Br:1])[CH:3]=[CH:4][C:5]1=[O:8])[C:16]1[CH:21]=[CH:20][CH:19]=[CH:18][CH:17]=1. Reactant: [Br:1][C:2]1[CH:3]=[CH:4][C:5](=[O:8])[NH:6][CH:7]=1.[H-].[Na+].Br[CH2:12][CH2:13][O:14][CH2:15][C:16]1[CH:21]=[CH:20][CH:19]=[CH:18][CH:17]=1.[NH4+].[Cl-]. The catalyst class is: 3. (4) Reactant: O.[F:2][C:3]1[CH:4]=[CH:5][C:6]([O:11][C:12]2[CH:13]=[C:14]3[C:18](=[CH:19][CH:20]=2)[N:17]([CH2:21][CH2:22][OH:23])[N:16]=[CH:15]3)=[C:7]([CH:10]=1)[C:8]#[N:9].N.CCCCCCC. Product: [NH2:9][CH2:8][C:7]1[CH:10]=[C:3]([F:2])[CH:4]=[CH:5][C:6]=1[O:11][C:12]1[CH:13]=[C:14]2[C:18](=[CH:19][CH:20]=1)[N:17]([CH2:21][CH2:22][OH:23])[N:16]=[CH:15]2. The catalyst class is: 227. (5) Reactant: [NH2:1][C:2]1[C:7]([C:8]#[N:9])=[C:6]([C:10]2[S:14][CH:13]=[N:12][CH:11]=2)[C:5]([C:15]#[N:16])=[C:4]([S:17][CH2:18][C:19]2[N:20]=[C:21]([C:24]3[CH:29]=[CH:28][C:27]([Cl:30])=[CH:26][CH:25]=3)[S:22][CH:23]=2)[N:3]=1.C[Si](C)(C)[N-][Si](C)(C)C.[Li+].[I:41]CCI. Product: [NH2:1][C:2]1[C:7]([C:8]#[N:9])=[C:6]([C:10]2[S:14][C:13]([I:41])=[N:12][CH:11]=2)[C:5]([C:15]#[N:16])=[C:4]([S:17][CH2:18][C:19]2[N:20]=[C:21]([C:24]3[CH:29]=[CH:28][C:27]([Cl:30])=[CH:26][CH:25]=3)[S:22][CH:23]=2)[N:3]=1. The catalyst class is: 1. (6) Reactant: C([C@H]1COC(=O)N1[C:14](=[O:44])[CH2:15][C@H:16]([C:39]1[CH:43]=[CH:42][O:41][N:40]=1)[C:17]1[CH:22]=[CH:21][C:20]([O:23][CH2:24][CH:25]([O:28][C:29]2[CH:34]=[CH:33][C:32]([C:35]([F:38])([F:37])[F:36])=[CH:31][CH:30]=2)[CH2:26][CH3:27])=[CH:19][CH:18]=1)C1C=CC=CC=1.[OH:45]O.[OH-].[Li+].Cl. Product: [O:41]1[CH:42]=[CH:43][C:39]([C@H:16]([C:17]2[CH:18]=[CH:19][C:20]([O:23][CH2:24][CH:25]([O:28][C:29]3[CH:30]=[CH:31][C:32]([C:35]([F:36])([F:37])[F:38])=[CH:33][CH:34]=3)[CH2:26][CH3:27])=[CH:21][CH:22]=2)[CH2:15][C:14]([OH:44])=[O:45])=[N:40]1. The catalyst class is: 20.